Regression. Given a peptide amino acid sequence and an MHC pseudo amino acid sequence, predict their binding affinity value. This is MHC class I binding data. From a dataset of Peptide-MHC class I binding affinity with 185,985 pairs from IEDB/IMGT. (1) The peptide sequence is PLLCNLNKSH. The MHC is HLA-A03:01 with pseudo-sequence HLA-A03:01. The binding affinity (normalized) is 0. (2) The peptide sequence is VVDFSQFSR. The MHC is HLA-A11:01 with pseudo-sequence HLA-A11:01. The binding affinity (normalized) is 0.595. (3) The peptide sequence is KFLELKRGIY. The MHC is HLA-A11:01 with pseudo-sequence HLA-A11:01. The binding affinity (normalized) is 0. (4) The peptide sequence is APDGFYPFK. The MHC is HLA-A23:01 with pseudo-sequence HLA-A23:01. The binding affinity (normalized) is 0.0847. (5) The peptide sequence is CMINDTHFLL. The MHC is HLA-A02:01 with pseudo-sequence HLA-A02:01. The binding affinity (normalized) is 0.612. (6) The peptide sequence is YHFDPVHHL. The MHC is HLA-A69:01 with pseudo-sequence HLA-A69:01. The binding affinity (normalized) is 0.0847. (7) The peptide sequence is NSIPAVIGY. The MHC is HLA-A26:01 with pseudo-sequence HLA-A26:01. The binding affinity (normalized) is 0.442. (8) The peptide sequence is EVEHRTRVR. The MHC is HLA-A02:03 with pseudo-sequence HLA-A02:03. The binding affinity (normalized) is 0.0847. (9) The peptide sequence is RLHPLARTA. The MHC is HLA-A02:01 with pseudo-sequence HLA-A02:01. The binding affinity (normalized) is 0.208.